This data is from CYP2C19 inhibition data for predicting drug metabolism from PubChem BioAssay. The task is: Regression/Classification. Given a drug SMILES string, predict its absorption, distribution, metabolism, or excretion properties. Task type varies by dataset: regression for continuous measurements (e.g., permeability, clearance, half-life) or binary classification for categorical outcomes (e.g., BBB penetration, CYP inhibition). Dataset: cyp2c19_veith. (1) The compound is CC(=O)N1CCC2(CC1)CN(Cc1cc(C(F)(F)F)cc(C(F)(F)F)c1)C2. The result is 0 (non-inhibitor). (2) The molecule is Cc1noc(C)c1-c1cncnc1-n1ccnc1. The result is 0 (non-inhibitor). (3) The drug is Oc1ccc(Br)cc1CNn1cnnc1. The result is 0 (non-inhibitor).